Dataset: Reaction yield outcomes from USPTO patents with 853,638 reactions. Task: Predict the reaction yield, written as a fraction of the theoretical maximum amount of product (1.0 means a 100% yield; for example, 0.34 means a 34% yield). (1) The reactants are Br[C:2]1[CH:7]=[C:6]([CH:8]2[CH2:12][CH2:11][CH2:10][CH2:9]2)[C:5]([O:13][C:14]([O:16][CH3:17])=[O:15])=[CH:4][C:3]=1[NH:18][C:19]([CH:21]1[O:26][C:25]2[CH:27]=[CH:28][C:29]([C:31]#[N:32])=[CH:30][C:24]=2[N:23]([C:33]([O:35][CH2:36][CH3:37])=[O:34])[CH2:22]1)=[O:20].CC(C1C=C(C(C)C)C(C2C=CC=CC=2P(C2CCCCC2)C2CCCCC2)=C(C(C)C)C=1)C.FC(B[CH2:77][N:78]1[CH2:83][CH2:82][N:81]([C:84]([O:86][C:87]([CH3:90])([CH3:89])[CH3:88])=[O:85])[CH2:80][CH2:79]1)(F)F.C([O-])([O-])=O.[Cs+].[Cs+]. The catalyst is C1COCC1.O.CC([O-])=O.CC([O-])=O.[Pd+2]. The product is [C:87]([O:86][C:84]([N:81]1[CH2:82][CH2:83][N:78]([CH2:77][C:2]2[CH:7]=[C:6]([CH:8]3[CH2:12][CH2:11][CH2:10][CH2:9]3)[C:5]([O:13][C:14]([O:16][CH3:17])=[O:15])=[CH:4][C:3]=2[NH:18][C:19]([CH:21]2[O:26][C:25]3[CH:27]=[CH:28][C:29]([C:31]#[N:32])=[CH:30][C:24]=3[N:23]([C:33]([O:35][CH2:36][CH3:37])=[O:34])[CH2:22]2)=[O:20])[CH2:79][CH2:80]1)=[O:85])([CH3:90])([CH3:89])[CH3:88]. The yield is 0.240. (2) The reactants are [C:1]([N:9]1[CH2:14][CH2:13][N:12]([C:15]2[CH:16]=[CH:17][C:18]([N+:28]([O-])=O)=[C:19]([NH:21][C:22]3[CH:27]=[CH:26][CH:25]=[CH:24][CH:23]=3)[CH:20]=2)[CH2:11][CH2:10]1)(=[O:8])[C:2]1[CH:7]=[CH:6][CH:5]=[CH:4][CH:3]=1. The catalyst is [Pd].C(O)C. The product is [NH2:28][C:18]1[CH:17]=[CH:16][C:15]([N:12]2[CH2:13][CH2:14][N:9]([C:1]([C:2]3[CH:7]=[CH:6][CH:5]=[CH:4][CH:3]=3)=[O:8])[CH2:10][CH2:11]2)=[CH:20][C:19]=1[NH:21][C:22]1[CH:27]=[CH:26][CH:25]=[CH:24][CH:23]=1. The yield is 0.800. (3) The reactants are [Cl:1][C:2]1[CH:21]=[C:20]([Cl:22])[CH:19]=[CH:18][C:3]=1[CH2:4][N:5]1[C:9]([C:10](OCC)=[O:11])=[CH:8][C:7]([CH:15]([CH3:17])[CH3:16])=[N:6]1.[H-].C([Al+]CC(C)C)C(C)C.C(O)C.[Cl-].[NH4+]. The catalyst is O1CCCC1.C1(C)C=CC=CC=1. The product is [Cl:1][C:2]1[CH:21]=[C:20]([Cl:22])[CH:19]=[CH:18][C:3]=1[CH2:4][N:5]1[C:9]([CH2:10][OH:11])=[CH:8][C:7]([CH:15]([CH3:17])[CH3:16])=[N:6]1. The yield is 0.860. (4) The reactants are [Br:1][C:2]1[C:10]2[C:5](=[N:6][C:7]([CH3:11])=[CH:8][CH:9]=2)[S:4][C:3]=1[C:12]([O:14]CC)=[O:13].[OH-].[Na+].Cl. The catalyst is C(O)C.O. The product is [Br:1][C:2]1[C:10]2[C:5](=[N:6][C:7]([CH3:11])=[CH:8][CH:9]=2)[S:4][C:3]=1[C:12]([OH:14])=[O:13]. The yield is 0.950. (5) The reactants are F[C:2]1[CH:20]=[C:19]([C:21]([F:24])([F:23])[F:22])[CH:18]=[CH:17][C:3]=1[C:4]([NH:6][C:7]1[CH:16]=[CH:15][C:10]([C:11]([O:13]C)=[O:12])=[CH:9][CH:8]=1)=[O:5].[OH-:25].[Li+].[CH3:27][OH:28]. No catalyst specified. The product is [F:22][C:21]([F:24])([F:23])[O:25][C:2]1[CH:20]=[CH:19][C:27]([O:28][C:2]2[CH:20]=[C:19]([C:21]([F:22])([F:24])[F:23])[CH:18]=[CH:17][C:3]=2[C:4]([NH:6][C:7]2[CH:16]=[CH:15][C:10]([C:11]([OH:13])=[O:12])=[CH:9][CH:8]=2)=[O:5])=[CH:4][CH:3]=1. The yield is 0.370.